From a dataset of Full USPTO retrosynthesis dataset with 1.9M reactions from patents (1976-2016). Predict the reactants needed to synthesize the given product. (1) Given the product [CH2:1]([N:5]([CH2:1][CH2:2][CH2:3][CH3:4])[CH2:11][CH2:12][CH2:13][CH3:14])[CH2:2][CH2:3][CH3:4].[CH2:1]([NH:5][CH2:11][CH2:12][CH2:13][CH3:14])[CH2:2][CH2:3][CH3:4], predict the reactants needed to synthesize it. The reactants are: [CH2:1]([NH2:5])[CH2:2][CH2:3][CH3:4].S(=O)(=O)(O)O.[CH2:11](O)[CH2:12][CH2:13][CH3:14]. (2) Given the product [Cl:1][C:2]1[N:7]=[C:6]([CH2:8][C:15]([C:11]2[O:12][CH:13]=[CH:14][C:10]=2[CH3:9])=[O:16])[CH:5]=[CH:4][CH:3]=1, predict the reactants needed to synthesize it. The reactants are: [Cl:1][C:2]1[N:7]=[C:6]([CH3:8])[CH:5]=[CH:4][CH:3]=1.[CH3:9][C:10]1[CH:14]=[CH:13][O:12][C:11]=1[C:15](OC)=[O:16].C[Si]([N-][Si](C)(C)C)(C)C.[Li+]. (3) Given the product [O:10]1[C:2]2[CH:7]=[CH:6][CH:5]=[CH:4][C:3]=2[N:8]=[C:9]1[C@H:11]1[CH2:15][CH2:14][CH2:13][N:12]1[C:16]([O:18][C:19]([CH3:22])([CH3:21])[CH3:20])=[O:17], predict the reactants needed to synthesize it. The reactants are: Br[C:2]1[CH:7]=[CH:6][CH:5]=[CH:4][C:3]=1[NH:8][C:9]([C@H:11]1[CH2:15][CH2:14][CH2:13][N:12]1[C:16]([O:18][C:19]([CH3:22])([CH3:21])[CH3:20])=[O:17])=[O:10].C([O-])([O-])=O.[Cs+].[Cs+].N1C2C(=CC=C3C=2N=CC=C3)C=CC=1. (4) Given the product [CH3:24][C:23]1[CH:22]=[C:21]([CH3:25])[NH:20][C:19](=[O:26])[C:18]=1[CH2:17][NH:16][C:14]([C:4]1[C:5]2[CH:6]=[N:7][N:8]([CH:11]([CH3:13])[CH3:12])[C:9]=2[CH:10]=[C:2]([C:29]2[CH:30]=[CH:31][CH:32]=[CH:33][C:28]=2[CH3:27])[CH:3]=1)=[O:15], predict the reactants needed to synthesize it. The reactants are: Br[C:2]1[CH:3]=[C:4]([C:14]([NH:16][CH2:17][C:18]2[C:19](=[O:26])[NH:20][C:21]([CH3:25])=[CH:22][C:23]=2[CH3:24])=[O:15])[C:5]2[CH:6]=[N:7][N:8]([CH:11]([CH3:13])[CH3:12])[C:9]=2[CH:10]=1.[CH3:27][C:28]1[CH:33]=[CH:32][CH:31]=[CH:30][C:29]=1B(O)O.C(=O)(O)[O-].[Na+].C(Cl)Cl.CO. (5) The reactants are: P([O-])([O-])([O-])=O.[K+].[K+].[K+].[CH3:9][C:10]1[C:15]([CH3:16])=[CH:14][CH:13]=[CH:12][C:11]=1B(O)O.Br[C:21]1[CH:22]=[CH:23][CH:24]=[C:25]2[C:29]=1[CH2:28][CH:27]=[CH:26]2. Given the product [CH3:9][C:10]1[C:15]([CH3:16])=[CH:14][CH:13]=[CH:12][C:11]=1[C:24]1[CH:23]=[CH:22][CH:21]=[C:29]2[C:25]=1[CH:26]=[CH:27][CH2:28]2, predict the reactants needed to synthesize it. (6) Given the product [Br:1][C:2]1[CH:3]=[C:4]2[C:15](=[CH:16][CH:17]=1)[O:14][C:7]1[C:8]([F:13])=[N:9][C:10]([Cl:12])=[CH:11][C:6]=1[C:5]2=[N:25][S:23]([C:20]([CH3:22])([CH3:21])[CH3:19])=[O:24], predict the reactants needed to synthesize it. The reactants are: [Br:1][C:2]1[CH:3]=[C:4]2[C:15](=[CH:16][CH:17]=1)[O:14][C:7]1[C:8]([F:13])=[N:9][C:10]([Cl:12])=[CH:11][C:6]=1[C:5]2=O.[CH3:19][C:20]([S:23]([NH2:25])=[O:24])([CH3:22])[CH3:21].C(=O)(O)[O-]. (7) Given the product [O:5]=[C:4]([C:6]1[CH:11]=[CH:10][CH:9]=[CH:8][CH:7]=1)[CH2:3][NH:2][S:25]([C:19]1[CH:24]=[CH:23][CH:22]=[CH:21][CH:20]=1)(=[O:27])=[O:26], predict the reactants needed to synthesize it. The reactants are: Cl.[NH2:2][CH2:3][C:4]([C:6]1[CH:11]=[CH:10][CH:9]=[CH:8][CH:7]=1)=[O:5].CCN(CC)CC.[C:19]1([S:25](Cl)(=[O:27])=[O:26])[CH:24]=[CH:23][CH:22]=[CH:21][CH:20]=1. (8) Given the product [Cl:32][C:23]1[CH:22]=[CH:21][C:20]([CH2:19][N:12]2[C:13]3[CH:18]=[CH:17][CH:16]=[CH:15][C:14]=3[N:10]([CH:6]([CH2:7][CH2:8][CH3:9])[CH2:5][C:4]([OH:34])=[O:3])[C:11]2=[O:33])=[C:28]2[C:24]=1[C:25]([CH3:31])=[C:26]([CH3:30])[N:27]2[CH3:29], predict the reactants needed to synthesize it. The reactants are: C([O:3][C:4](=[O:34])[CH2:5][CH:6]([N:10]1[C:14]2[CH:15]=[CH:16][CH:17]=[CH:18][C:13]=2[N:12]([CH2:19][C:20]2[CH:21]=[CH:22][C:23]([Cl:32])=[C:24]3[C:28]=2[N:27]([CH3:29])[C:26]([CH3:30])=[C:25]3[CH3:31])[C:11]1=[O:33])[CH2:7][CH2:8][CH3:9])C.O.[OH-].[Li+]. (9) Given the product [Cl:1][C:2]1[CH:3]=[CH:4][C:5]([CH2:6][N:7]2[C:12](=[O:13])[C:11]([Br:14])=[N:10][N:9]([C:15]3[CH:20]=[CH:19][CH:18]=[CH:17][C:16]=3[OH:21])[C:8]2=[O:23])=[CH:24][CH:25]=1, predict the reactants needed to synthesize it. The reactants are: [Cl:1][C:2]1[CH:25]=[CH:24][C:5]([CH2:6][N:7]2[C:12](=[O:13])[C:11]([Br:14])=[N:10][N:9]([C:15]3[CH:20]=[CH:19][CH:18]=[CH:17][C:16]=3[O:21]C)[C:8]2=[O:23])=[CH:4][CH:3]=1.B(Br)(Br)Br. (10) Given the product [N:14]([C:3]1[C:4](=[O:13])[N:5]([CH2:9][CH2:10][CH2:11][CH3:12])[C:6](=[O:8])[NH:7][C:2]=1[NH2:1])=[O:15], predict the reactants needed to synthesize it. The reactants are: [NH2:1][C:2]1[NH:7][C:6](=[O:8])[N:5]([CH2:9][CH2:10][CH2:11][CH3:12])[C:4](=[O:13])[CH:3]=1.[N:14]([O-])=[O:15].[Na+].